Dataset: Forward reaction prediction with 1.9M reactions from USPTO patents (1976-2016). Task: Predict the product of the given reaction. (1) Given the reactants C(OC(=O)[N:7]([C:16]1[S:17][C@:18]2([C:32](=[O:36])[N:33]([CH3:35])[CH3:34])[C@H:20]([C@:21]([C:24]3[CH:29]=[CH:28][CH:27]=[C:26]([F:30])[C:25]=3[F:31])([CH3:23])[N:22]=1)[CH2:19]2)COCC[Si](C)(C)C)(C)(C)C.S(=O)(=O)(O)O.[N+:43]([O-])([O-:45])=[O:44].[Na+].O.[O-]P([O-])([O-])=O.[K+].[K+].[K+], predict the reaction product. The product is: [NH2:7][C:16]1[S:17][C@:18]2([C:32]([N:33]([CH3:34])[CH3:35])=[O:36])[C@H:20]([C@:21]([C:24]3[CH:29]=[C:28]([N+:43]([O-:45])=[O:44])[CH:27]=[C:26]([F:30])[C:25]=3[F:31])([CH3:23])[N:22]=1)[CH2:19]2. (2) Given the reactants FC(F)(F)[C:3]([N:5]([C:7]1[S:11][C:10]([C:12]2[CH:13]=[N:14][CH:15]=[C:16]([F:18])[CH:17]=2)=[N:9][CH:8]=1)C)=O.[OH-:21].[Na+].[C:23](OCC)(=O)C.[CH3:29][C:30]([CH3:36])([CH2:34]C)[C:31](Cl)=[S:32], predict the reaction product. The product is: [F:18][C:16]1[CH:17]=[C:12]([C:10]2[S:11][C:7]([N:5]([CH3:3])[C:34](=[O:21])[C:30]([CH3:36])([CH3:29])[CH2:31][S:32][CH3:23])=[CH:8][N:9]=2)[CH:13]=[N:14][CH:15]=1.